This data is from Full USPTO retrosynthesis dataset with 1.9M reactions from patents (1976-2016). The task is: Predict the reactants needed to synthesize the given product. (1) Given the product [CH2:3]([O:10][C:12]1[CH:13]=[CH:14][C:15]([N+:27]([O-:29])=[O:28])=[C:16]([N:18]([CH3:26])[C:19](=[O:25])[O:20][C:21]([CH3:22])([CH3:23])[CH3:24])[CH:17]=1)[C:4]1[CH:9]=[CH:8][CH:7]=[CH:6][CH:5]=1, predict the reactants needed to synthesize it. The reactants are: [H-].[Na+].[CH2:3]([OH:10])[C:4]1[CH:9]=[CH:8][CH:7]=[CH:6][CH:5]=1.Cl[C:12]1[CH:13]=[CH:14][C:15]([N+:27]([O-:29])=[O:28])=[C:16]([N:18]([CH3:26])[C:19](=[O:25])[O:20][C:21]([CH3:24])([CH3:23])[CH3:22])[CH:17]=1. (2) The reactants are: Cl.Cl.[N:3]1[N:11]2[C:6]([O:7][CH2:8][CH2:9][CH2:10]2)=[C:5]([C@H:12]([NH2:14])[CH3:13])[CH:4]=1.[F:15][C:16]([F:34])([F:33])[C:17]([C:20]1[CH:29]=[CH:28][C:27]2[CH2:26][C@@H:25]([C:30](O)=[O:31])[CH2:24][CH2:23][C:22]=2[N:21]=1)([CH3:19])[CH3:18].C(N(CC)C(C)C)(C)C.F[P-](F)(F)(F)(F)F.C[N+](C)=C(N(C)C)ON1C2N=CC=CC=2N=N1. Given the product [N:3]1[N:11]2[C:6]([O:7][CH2:8][CH2:9][CH2:10]2)=[C:5]([C@H:12]([NH:14][C:30]([C@H:25]2[CH2:24][CH2:23][C:22]3[N:21]=[C:20]([C:17]([CH3:19])([CH3:18])[C:16]([F:34])([F:33])[F:15])[CH:29]=[CH:28][C:27]=3[CH2:26]2)=[O:31])[CH3:13])[CH:4]=1, predict the reactants needed to synthesize it.